Task: Predict the reactants needed to synthesize the given product.. Dataset: Full USPTO retrosynthesis dataset with 1.9M reactions from patents (1976-2016) Given the product [CH3:1][C:2]1[CH:7]=[C:6]([CH3:8])[N:5]=[C:4]([N:9]2[CH2:16][CH:15]3[CH:11]([CH2:12][N:13]([C:27]([C:26]4[CH:30]=[C:22]([F:21])[CH:23]=[CH:24][C:25]=4[CH3:31])=[O:28])[CH2:14]3)[CH2:10]2)[N:3]=1, predict the reactants needed to synthesize it. The reactants are: [CH3:1][C:2]1[CH:7]=[C:6]([CH3:8])[N:5]=[C:4]([N:9]2[CH2:16][CH:15]3[CH:11]([CH2:12][NH:13][CH2:14]3)[CH2:10]2)[N:3]=1.CC(O)=O.[F:21][C:22]1[CH:23]=[CH:24][C:25]([CH3:31])=[C:26]([CH:30]=1)[C:27](O)=[O:28].